Dataset: Reaction yield outcomes from USPTO patents with 853,638 reactions. Task: Predict the reaction yield, written as a fraction of the theoretical maximum amount of product (1.0 means a 100% yield; for example, 0.34 means a 34% yield). (1) The reactants are [CH2:1]([C:3]1[C:12]([N+:13]([O-])=O)=[C:11]2[C:6]([CH:7]=[CH:8][CH:9]=[N:10]2)=[CH:5][CH:4]=1)[CH3:2].[Sn](Cl)Cl. The catalyst is Cl. The product is [CH2:1]([C:3]1[C:12]([NH2:13])=[C:11]2[C:6]([CH:7]=[CH:8][CH:9]=[N:10]2)=[CH:5][CH:4]=1)[CH3:2]. The yield is 1.00. (2) The reactants are [OH:1][C:2]1[CH:7]=[CH:6][C:5]([C:8]2[CH:9]=[C:10]3[C:16]([C:17]4[CH:22]=[CH:21][CH:20]=[CH:19][C:18]=4[O:23][CH3:24])=[N:15][N:14](COCC[Si](C)(C)C)[C:11]3=[N:12][CH:13]=2)=[CH:4][C:3]=1[C:33]([N:35]1[CH2:40][CH2:39][O:38][CH2:37][CH2:36]1)=[O:34].B(F)(F)F.CCOCC.[OH-].[K+].C(O)(=O)CC(CC(O)=O)(C(O)=O)O.S([O-])([O-])(=O)=O.[Na+].[Na+]. The catalyst is ClCCl. The product is [OH:1][C:2]1[CH:7]=[CH:6][C:5]([C:8]2[CH:9]=[C:10]3[C:16]([C:17]4[CH:22]=[CH:21][CH:20]=[CH:19][C:18]=4[O:23][CH3:24])=[N:15][NH:14][C:11]3=[N:12][CH:13]=2)=[CH:4][C:3]=1[C:33]([N:35]1[CH2:36][CH2:37][O:38][CH2:39][CH2:40]1)=[O:34]. The yield is 0.440.